Task: Predict which catalyst facilitates the given reaction.. Dataset: Catalyst prediction with 721,799 reactions and 888 catalyst types from USPTO Reactant: [CH3:1][O:2][C:3]1[C:8]([CH3:9])=[CH:7][C:6]([OH:10])=[C:5]([N+:11]([O-:13])=[O:12])[CH:4]=1.[C:14]1([CH3:24])[CH:19]=[CH:18][C:17]([S:20](Cl)(=[O:22])=[O:21])=[CH:16][CH:15]=1.C(N(CC)CC)C.O. Product: [CH3:24][C:14]1[CH:19]=[CH:18][C:17]([S:20]([O:10][C:6]2[CH:7]=[C:8]([CH3:9])[C:3]([O:2][CH3:1])=[CH:4][C:5]=2[N+:11]([O-:13])=[O:12])(=[O:22])=[O:21])=[CH:16][CH:15]=1. The catalyst class is: 2.